The task is: Predict the product of the given reaction.. This data is from Forward reaction prediction with 1.9M reactions from USPTO patents (1976-2016). (1) Given the reactants [CH3:1][N:2]([C@H:9]1[C:18]2[N:17]=[CH:16][CH:15]=[CH:14][C:13]=2[CH2:12][CH2:11][CH2:10]1)[CH2:3][C:4](OCC)=O.[OH-].[Li+].CN(CC1NC2C=CC(C(N3CCC(CCN4CCCC4)CC3)=O)=CC=2N=1)C1C2N=CC=CC=2CCC1.[CH3:58][N:59]1[CH2:64][CH2:63][N:62]([C:65]2[CH:70]=[CH:69][CH:68]=[C:67]([NH2:71])[C:66]=2[NH2:72])[CH2:61][CH2:60]1.O=C1N(P(Cl)(N2CCOC2=O)=O)CCO1.C(N(CC)C(C)C)(C)C, predict the reaction product. The product is: [CH3:1][N:2]([CH2:3][C:4]1[NH:71][C:67]2[CH:68]=[CH:69][CH:70]=[C:65]([N:62]3[CH2:61][CH2:60][N:59]([CH3:58])[CH2:64][CH2:63]3)[C:66]=2[N:72]=1)[C@H:9]1[C:18]2[N:17]=[CH:16][CH:15]=[CH:14][C:13]=2[CH2:12][CH2:11][CH2:10]1. (2) Given the reactants [C:1]([O:5][C:6]([N:8]1[CH2:12][CH:11](OS(C)(=O)=O)[CH2:10][CH:9]1[CH2:18][O:19][CH3:20])=[O:7])([CH3:4])([CH3:3])[CH3:2].[N-:21]=[N+:22]=[N-:23].[Na+].O.CCCCCC.C(OCC)(=O)C, predict the reaction product. The product is: [C:1]([O:5][C:6]([N:8]1[CH2:12][CH:11]([N:21]=[N+:22]=[N-:23])[CH2:10][CH:9]1[CH2:18][O:19][CH3:20])=[O:7])([CH3:4])([CH3:3])[CH3:2]. (3) Given the reactants Cl[C:2]1[N:7]=[C:6]([S:8][CH3:9])[N:5]=[C:4]2[NH:10][N:11]=[C:12]([C:13]3[CH:18]=[CH:17][CH:16]=[CH:15][C:14]=3[Cl:19])[C:3]=12.[CH:20]([N:23](CC)C(C)C)(C)C.[CH2:29]1[CH2:33][O:32]CC1, predict the reaction product. The product is: [Cl:19][C:14]1[CH:15]=[CH:16][CH:17]=[CH:18][C:13]=1[C:12]1[C:3]2[C:4](=[N:5][C:6]([S:8][CH3:9])=[N:7][C:2]=2[NH:23][CH2:20][C@@H:33]([OH:32])[CH3:29])[NH:10][N:11]=1.